Dataset: NCI-60 drug combinations with 297,098 pairs across 59 cell lines. Task: Regression. Given two drug SMILES strings and cell line genomic features, predict the synergy score measuring deviation from expected non-interaction effect. Drug 1: C1=NC(=NC(=O)N1C2C(C(C(O2)CO)O)O)N. Drug 2: C1C(C(OC1N2C=NC3=C2NC=NCC3O)CO)O. Cell line: OVCAR-5. Synergy scores: CSS=17.3, Synergy_ZIP=-9.72, Synergy_Bliss=-1.63, Synergy_Loewe=-5.98, Synergy_HSA=-0.705.